Dataset: Catalyst prediction with 721,799 reactions and 888 catalyst types from USPTO. Task: Predict which catalyst facilitates the given reaction. Reactant: [I-].[CH3:2][P+](C1C=CC=CC=1)(C1C=CC=CC=1)C1C=CC=CC=1.CC([O-])(C)C.[K+].[C:28]1([CH:34]([C:40]2[CH:45]=[CH:44][CH:43]=[CH:42][CH:41]=2)[N:35]2[CH2:38][C:37](=O)[CH2:36]2)[CH:33]=[CH:32][CH:31]=[CH:30][CH:29]=1. Product: [C:28]1([CH:34]([C:40]2[CH:45]=[CH:44][CH:43]=[CH:42][CH:41]=2)[N:35]2[CH2:38][C:37](=[CH2:2])[CH2:36]2)[CH:33]=[CH:32][CH:31]=[CH:30][CH:29]=1. The catalyst class is: 16.